From a dataset of Full USPTO retrosynthesis dataset with 1.9M reactions from patents (1976-2016). Predict the reactants needed to synthesize the given product. (1) Given the product [CH2:14]1[C:9]2[NH:8][C:3]3[CH2:4][CH2:5][CH2:6][CH2:7][C:2]=3[C:10]=2[C:11](=[O:15])[CH2:12][CH2:13]1, predict the reactants needed to synthesize it. The reactants are: O[C@H:2]1[CH2:7][CH2:6][CH2:5][CH2:4][C@H:3]1[NH:8][C:9]1[CH2:14][CH2:13][CH2:12][C:11](=[O:15])[CH:10]=1.BrC1C(C)=CC(C)=CC=1C.C(=O)([O-])[O-].[K+].[K+].CN(C=O)C. (2) Given the product [C:25]1([C:7]2[C:8]3[C:12]4[CH:13]=[CH:14][CH:15]=[CH:16][C:11]=4[O:10][C:9]=3[CH:17]=[C:18]([C:19]3[CH:20]=[CH:21][CH:22]=[CH:23][CH:24]=3)[C:6]=2[O:5][CH2:4][C:3]([OH:31])=[O:2])[CH:30]=[CH:29][CH:28]=[CH:27][CH:26]=1, predict the reactants needed to synthesize it. The reactants are: C[O:2][C:3](=[O:31])[CH2:4][O:5][C:6]1[C:18]([C:19]2[CH:24]=[CH:23][CH:22]=[CH:21][CH:20]=2)=[CH:17][C:9]2[O:10][C:11]3[CH:16]=[CH:15][CH:14]=[CH:13][C:12]=3[C:8]=2[C:7]=1[C:25]1[CH:30]=[CH:29][CH:28]=[CH:27][CH:26]=1.[K+].[Br-]. (3) Given the product [C:39]1([O:38][C:36]([N:9]2[C@H:8]([C:2]3[CH:3]=[CH:4][CH:5]=[CH:6][CH:7]=3)[C@H:12]([C:13]3[CH:18]=[CH:17][CH:16]=[CH:15][CH:14]=3)[N:11]=[C:10]2[NH:19][CH2:20][C:21]2[CH:22]=[CH:23][C:24]([F:27])=[CH:25][CH:26]=2)=[O:37])[CH:44]=[CH:43][CH:42]=[CH:41][CH:40]=1, predict the reactants needed to synthesize it. The reactants are: Cl.[C:2]1([C@H:8]2[C@@H:12]([C:13]3[CH:18]=[CH:17][CH:16]=[CH:15][CH:14]=3)[NH:11][C:10]([NH:19][CH2:20][C:21]3[CH:26]=[CH:25][C:24]([F:27])=[CH:23][CH:22]=3)=[N:9]2)[CH:7]=[CH:6][CH:5]=[CH:4][CH:3]=1.C(N(CC)CC)C.Cl[C:36]([O:38][C:39]1[CH:44]=[CH:43][CH:42]=[CH:41][CH:40]=1)=[O:37]. (4) The reactants are: [C:1]([NH:4][C@H:5]([C:10]([NH:12][C@@H:13]1[CH:21]2[C:22](=[O:36])[CH2:23][C@H:24]([C:26]([O:28]CC3C=CC=CC=3)=[O:27])[CH2:25][N:19]3[C:20]2=[C:16]([CH:17]=[CH:18]3)[CH2:15][CH2:14]1)=[O:11])[C@H:6]([CH2:8][CH3:9])[CH3:7])(=[O:3])[CH3:2]. Given the product [C:1]([NH:4][C@H:5]([C:10]([NH:12][C@@H:13]1[CH:21]2[C:22](=[O:36])[CH2:23][C@H:24]([C:26]([OH:28])=[O:27])[CH2:25][N:19]3[C:20]2=[C:16]([CH:17]=[CH:18]3)[CH2:15][CH2:14]1)=[O:11])[C@H:6]([CH2:8][CH3:9])[CH3:7])(=[O:3])[CH3:2], predict the reactants needed to synthesize it. (5) The reactants are: [CH3:1][N:2]1[CH:6]=[C:5]([C:7]2[C:8]([C:24]([N:26]3[CH2:31][CH2:30][CH2:29][CH2:28][CH2:27]3)=[O:25])=[CH:9][C:10]([O:16][CH2:17][C:18]3[CH:23]=[CH:22][CH:21]=[CH:20][CH:19]=3)=[C:11]([CH:15]=2)[C:12]([OH:14])=O)[CH:4]=[N:3]1.C(N(C(C)C)CC)(C)C.[NH2:41][C:42]1[CH:43]=[N:44][CH:45]=[CH:46][CH:47]=1.ON1C2N=CC=CC=2N=N1.C(Cl)CCl. Given the product [CH3:1][N:2]1[CH:6]=[C:5]([C:7]2[C:8]([C:24]([N:26]3[CH2:31][CH2:30][CH2:29][CH2:28][CH2:27]3)=[O:25])=[CH:9][C:10]([O:16][CH2:17][C:18]3[CH:23]=[CH:22][CH:21]=[CH:20][CH:19]=3)=[C:11]([CH:15]=2)[C:12]([NH:41][C:42]2[CH:43]=[N:44][CH:45]=[CH:46][CH:47]=2)=[O:14])[CH:4]=[N:3]1, predict the reactants needed to synthesize it.